From a dataset of Forward reaction prediction with 1.9M reactions from USPTO patents (1976-2016). Predict the product of the given reaction. Given the reactants Cl[C:2]1[N:7]=[CH:6][C:5]2[C:8]([N:14]3[CH2:20][C:16]4([CH2:19][O:18][CH2:17]4)[CH2:15]3)=[N:9][N:10]([CH:11]([CH3:13])[CH3:12])[C:4]=2[CH:3]=1.[CH:21]1([S:24]([N:27]2[CH:31]=[C:30]([C:32]3[N:37]=[C:36]([NH2:38])[CH:35]=[CH:34][N:33]=3)[CH:29]=[N:28]2)(=[O:26])=[O:25])[CH2:23][CH2:22]1.C(=O)([O-])[O-].[Cs+].[Cs+].C1(P(C2CCCCC2)C2C=CC=CC=2C2C(C(C)C)=CC(C(C)C)=CC=2C(C)C)CCCCC1, predict the reaction product. The product is: [CH:21]1([S:24]([N:27]2[CH:31]=[C:30]([C:32]3[N:37]=[C:36]([NH:38][C:2]4[N:7]=[CH:6][C:5]5[C:8]([N:14]6[CH2:20][C:16]7([CH2:19][O:18][CH2:17]7)[CH2:15]6)=[N:9][N:10]([CH:11]([CH3:13])[CH3:12])[C:4]=5[CH:3]=4)[CH:35]=[CH:34][N:33]=3)[CH:29]=[N:28]2)(=[O:25])=[O:26])[CH2:23][CH2:22]1.